The task is: Predict the reactants needed to synthesize the given product.. This data is from Full USPTO retrosynthesis dataset with 1.9M reactions from patents (1976-2016). (1) Given the product [OH:1][CH:2]([CH2:15][OH:16])[CH2:3][N:4]1[CH2:12][C:11]2[C:6](=[CH:7][CH:8]=[C:9]([C:22]3[S:21][C:20]([CH:19]=[O:18])=[CH:24][CH:23]=3)[CH:10]=2)[C:5]1=[O:14], predict the reactants needed to synthesize it. The reactants are: [OH:1][CH:2]([CH2:15][OH:16])[CH2:3][N:4]1[CH2:12][C:11]2[C:6](=[CH:7][CH:8]=[C:9](I)[CH:10]=2)[C:5]1=[O:14].C[O:18][CH:19](OC)[C:20]1[S:21][CH:22]=[CH:23][CH:24]=1. (2) Given the product [CH2:2]([C:4]1[C:5]([NH2:25])=[N:6][C:7]([O:23][CH3:24])=[C:8]([C:10]2[CH:15]=[CH:14][C:13]([O:16][C:17]([F:18])([F:19])[F:20])=[CH:12][C:11]=2[O:21][CH3:22])[N:9]=1)[CH3:3], predict the reactants needed to synthesize it. The reactants are: Cl.[CH2:2]([C:4]1[C:5]([NH:25]CC2C=CC(OC)=CC=2)=[N:6][C:7]([O:23][CH3:24])=[C:8]([C:10]2[CH:15]=[CH:14][C:13]([O:16][C:17]([F:20])([F:19])[F:18])=[CH:12][C:11]=2[O:21][CH3:22])[N:9]=1)[CH3:3]. (3) The reactants are: C([O-])([O-])=O.[Na+].[Na+].[OH:7][C:8]([CH3:41])([CH3:40])[CH2:9][C@@:10]1([C:34]2[CH:39]=[CH:38][CH:37]=[CH:36][CH:35]=2)[O:15][C:14](=[O:16])[N:13]([C@H:17]([C:19]2[CH:24]=[CH:23][C:22](B3OC(C)(C)C(C)(C)O3)=[CH:21][CH:20]=2)[CH3:18])[CH2:12][CH2:11]1.BrC1C=NC(C[CH:50]2[C:55](Br)=[CH:54][NH:53][C:52]([CH3:57])=[N:51]2)=NC=1. Given the product [OH:7][C:8]([CH3:40])([CH3:41])[CH2:9][C@@:10]1([C:34]2[CH:39]=[CH:38][CH:37]=[CH:36][CH:35]=2)[O:15][C:14](=[O:16])[N:13]([C@H:17]([C:19]2[CH:20]=[CH:21][C:22]([C:55]3[CH:54]=[N:53][C:52]([CH3:57])=[N:51][CH:50]=3)=[CH:23][CH:24]=2)[CH3:18])[CH2:12][CH2:11]1, predict the reactants needed to synthesize it. (4) The reactants are: C[O:2][C:3](=[O:33])/[CH:4]=[CH:5]/[C:6]1[CH:7]=[C:8]2[C:29](=[CH:30][CH:31]=1)[O:28][C:11]1([CH2:16][CH2:15][N:14]([CH2:17][CH2:18][C:19]3[C:27]4[C:22](=[CH:23][CH:24]=[CH:25][CH:26]=4)[NH:21][CH:20]=3)[CH2:13][CH2:12]1)[CH2:10][C:9]2=[O:32].[OH-].[Na+]. Given the product [NH:21]1[C:22]2[C:27](=[CH:26][CH:25]=[CH:24][CH:23]=2)[C:19]([CH2:18][CH2:17][N:14]2[CH2:15][CH2:16][C:11]3([CH2:10][C:9](=[O:32])[C:8]4[C:29](=[CH:30][CH:31]=[C:6](/[CH:5]=[CH:4]/[C:3]([OH:33])=[O:2])[CH:7]=4)[O:28]3)[CH2:12][CH2:13]2)=[CH:20]1, predict the reactants needed to synthesize it. (5) Given the product [CH3:8][C:9]1([CH2:14][CH2:15][CH3:16])[CH2:12][O:13][C:18](=[O:20])[O:11][CH2:10]1, predict the reactants needed to synthesize it. The reactants are: C(N(CC)CC)C.[CH3:8][C:9]([CH2:14][CH2:15][CH3:16])([CH2:12][OH:13])[CH2:10][OH:11].Cl[C:18](Cl)([O:20]C(=O)OC(Cl)(Cl)Cl)Cl. (6) Given the product [Cl:1][C:2]1[C:3]2[C:10]([C:11]#[N:12])=[CH:9][NH:8][C:4]=2[N:5]=[CH:6][N:7]=1, predict the reactants needed to synthesize it. The reactants are: [Cl:1][C:2]1[C:3]2[C:10]([CH:11]=[N:12]O)=[CH:9][NH:8][C:4]=2[N:5]=[CH:6][N:7]=1.S(Cl)(Cl)=O. (7) Given the product [NH2:15][C:11]1[C:10]([CH3:18])=[C:9]([N:8]([CH2:19][C:20]2[CH:40]=[CH:39][C:23]([O:24][C:25]3[CH:26]=[C:27]([CH:36]=[CH:37][CH:38]=3)[O:28][CH2:29][C@H:30]3[NH:34][C:33](=[O:35])[CH2:32][CH2:31]3)=[CH:22][CH:21]=2)[CH2:1][C:2]2[CH:3]=[CH:4][CH:5]=[CH:6][CH:7]=2)[CH:14]=[CH:13][CH:12]=1, predict the reactants needed to synthesize it. The reactants are: [CH2:1]([N:8]([CH2:19][C:20]1[CH:40]=[CH:39][C:23]([O:24][C:25]2[CH:26]=[C:27]([CH:36]=[CH:37][CH:38]=2)[O:28][CH2:29][C@H:30]2[NH:34][C:33](=[O:35])[CH2:32][CH2:31]2)=[CH:22][CH:21]=1)[C:9]1[CH:14]=[CH:13][CH:12]=[C:11]([N+:15]([O-])=O)[C:10]=1[CH3:18])[C:2]1[CH:7]=[CH:6][CH:5]=[CH:4][CH:3]=1.[NH4+].[Cl-].C(O)C.O.